This data is from Reaction yield outcomes from USPTO patents with 853,638 reactions. The task is: Predict the reaction yield, written as a fraction of the theoretical maximum amount of product (1.0 means a 100% yield; for example, 0.34 means a 34% yield). The reactants are C([O-])(O)=O.[Na+].[CH3:6][O:7][CH2:8][CH2:9][O:10][CH2:11][C:12]([C:15]1[CH:20]=[CH:19][C:18]([NH2:21])=[CH:17][C:16]=1[N+:22]([O-:24])=[O:23])([CH3:14])[CH3:13].[C:25](Cl)(=[O:27])[CH3:26].O. The catalyst is ClCCl. The product is [CH3:6][O:7][CH2:8][CH2:9][O:10][CH2:11][C:12]([C:15]1[CH:20]=[CH:19][C:18]([NH:21][C:25](=[O:27])[CH3:26])=[CH:17][C:16]=1[N+:22]([O-:24])=[O:23])([CH3:14])[CH3:13]. The yield is 0.870.